This data is from Full USPTO retrosynthesis dataset with 1.9M reactions from patents (1976-2016). The task is: Predict the reactants needed to synthesize the given product. (1) Given the product [Br:10][C:8]1[CH:7]=[C:4]([CH:3]=[C:2]([NH:17][C:13]2[CH:12]=[N:11][CH:16]=[CH:15][CH:14]=2)[CH:9]=1)[C:5]#[N:6], predict the reactants needed to synthesize it. The reactants are: Br[C:2]1[CH:3]=[C:4]([CH:7]=[C:8]([Br:10])[CH:9]=1)[C:5]#[N:6].[N:11]1[CH:16]=[CH:15][CH:14]=[C:13]([NH2:17])[CH:12]=1.N1C2C(=C(C3C=C(C=C(NC4C=NC=CC=4)C=3)C#N)C=CC=2)C=C1. (2) Given the product [CH3:1][N:2]1[CH:6]=[C:5]([S:7](=[O:15])(=[O:16])[NH:8][C@H:9]([CH3:14])[C:10]([F:13])([F:11])[F:12])[C:4]([CH3:17])=[C:3]1[C:18]([OH:20])=[O:19], predict the reactants needed to synthesize it. The reactants are: [CH3:1][N:2]1[CH:6]=[C:5]([S:7](=[O:16])(=[O:15])[NH:8][C@H:9]([CH3:14])[C:10]([F:13])([F:12])[F:11])[C:4]([CH3:17])=[C:3]1[C:18]([O:20]CC)=[O:19].[OH-].[Na+].O.Cl.